The task is: Predict the reactants needed to synthesize the given product.. This data is from Full USPTO retrosynthesis dataset with 1.9M reactions from patents (1976-2016). (1) Given the product [CH3:17][C:16]1([CH3:18])[CH2:15][C:3]2=[C:4]([C:5]([O:7][CH3:8])=[O:6])[CH:9]=[CH:10][C:11]([N+:12]([O-:14])=[O:13])=[C:2]2[O:1]1, predict the reactants needed to synthesize it. The reactants are: [OH:1][C:2]1[C:3]([CH2:15][C:16]([CH3:18])=[CH2:17])=[C:4]([CH:9]=[CH:10][C:11]=1[N+:12]([O-:14])=[O:13])[C:5]([O:7][CH3:8])=[O:6].FC(F)(F)S(O)(=O)=O. (2) Given the product [OH:15][C:14]1[N:3]2[N:4]=[C:5]([CH:7]([CH3:9])[CH3:8])[N:6]=[C:2]2[N:1]=[C:10]([CH3:11])[C:13]=1[CH2:18][C:19]([O:21][CH3:22])=[O:20], predict the reactants needed to synthesize it. The reactants are: [NH2:1][C:2]1[N:6]=[C:5]([CH:7]([CH3:9])[CH3:8])[NH:4][N:3]=1.[C:10]([CH:13]([CH2:18][C:19]([O:21][CH3:22])=[O:20])[C:14](OC)=[O:15])(=O)[CH3:11]. (3) Given the product [F:28][C:29]([F:34])([F:33])[C:30]([OH:32])=[O:31].[CH3:1][O:2][CH2:3][C:4]1[S:5][CH:6]=[C:7]([CH2:9][N:10]2[CH2:14][CH2:13][N:12]([C@@H:15]([C:23]([CH3:25])([CH3:24])[CH3:26])[C:16]([OH:18])=[O:17])[C:11]2=[O:27])[N:8]=1, predict the reactants needed to synthesize it. The reactants are: [CH3:1][O:2][CH2:3][C:4]1[S:5][CH:6]=[C:7]([CH2:9][N:10]2[CH2:14][CH2:13][N:12]([C@@H:15]([C:23]([CH3:26])([CH3:25])[CH3:24])[C:16]([O:18]C(C)(C)C)=[O:17])[C:11]2=[O:27])[N:8]=1.[F:28][C:29]([F:34])([F:33])[C:30]([OH:32])=[O:31]. (4) Given the product [F:15][C:12]([F:14])([F:13])[C:11]1[N:6]2[N:5]=[CH:4][C:3]([C:1]#[C:2][C:27]3[CH:28]=[CH:29][C:30]([C:33]#[N:34])=[N:31][CH:32]=3)=[C:7]2[N:8]=[C:9]([C:16]2[CH:21]=[CH:20][C:19]([C:22]([F:25])([F:24])[F:23])=[CH:18][CH:17]=2)[CH:10]=1, predict the reactants needed to synthesize it. The reactants are: [C:1]([C:3]1[CH:4]=[N:5][N:6]2[C:11]([C:12]([F:15])([F:14])[F:13])=[CH:10][C:9]([C:16]3[CH:21]=[CH:20][C:19]([C:22]([F:25])([F:24])[F:23])=[CH:18][CH:17]=3)=[N:8][C:7]=12)#[CH:2].Br[C:27]1[CH:28]=[CH:29][C:30]([C:33]#[N:34])=[N:31][CH:32]=1. (5) The reactants are: Br[C:2]1[N:6]([S:7]([C:10]2[CH:11]=[N:12][CH:13]=[CH:14][CH:15]=2)(=[O:9])=[O:8])[CH:5]=[C:4]([CH2:16][N:17]([CH3:25])[C:18](=[O:24])[O:19][C:20]([CH3:23])([CH3:22])[CH3:21])[CH:3]=1.[F:26][C:27]1[C:32](B(O)O)=[CH:31][CH:30]=[C:29]([CH3:36])[N:28]=1.C(=O)([O-])O.[Na+].COCCOC. Given the product [F:26][C:27]1[C:32]([C:2]2[N:6]([S:7]([C:10]3[CH:11]=[N:12][CH:13]=[CH:14][CH:15]=3)(=[O:9])=[O:8])[CH:5]=[C:4]([CH2:16][N:17]([CH3:25])[C:18](=[O:24])[O:19][C:20]([CH3:23])([CH3:22])[CH3:21])[CH:3]=2)=[CH:31][CH:30]=[C:29]([CH3:36])[N:28]=1, predict the reactants needed to synthesize it. (6) Given the product [CH3:28][O:10][C:9](=[O:11])[CH:8]([C:6]1[CH:7]=[C:2]([F:1])[C:3]([C:13]2[CH:18]=[CH:17][C:16]([C:19]([F:20])([F:21])[F:22])=[CH:15][CH:14]=2)=[CH:4][CH:5]=1)[CH3:12], predict the reactants needed to synthesize it. The reactants are: [F:1][C:2]1[CH:7]=[C:6]([CH:8]([CH3:12])[C:9]([OH:11])=[O:10])[CH:5]=[CH:4][C:3]=1[C:13]1[CH:18]=[CH:17][C:16]([C:19]([F:22])([F:21])[F:20])=[CH:15][CH:14]=1.S(=O)(=O)(O)O.[CH3:28]O.